This data is from Forward reaction prediction with 1.9M reactions from USPTO patents (1976-2016). The task is: Predict the product of the given reaction. (1) The product is: [CH2:1]([C:6]1[CH:34]=[CH:33][C:9]2[N:10]([CH2:14][CH2:15][O:16][C:17]3[CH:32]=[CH:31][C:20]([CH2:21][CH:22]([C:27]([O:29][CH3:30])=[O:28])[C:23]([O:25][CH3:26])=[O:24])=[CH:19][CH:18]=3)[C:11](=[O:13])[S:12][C:8]=2[CH:7]=1)[CH2:2][CH2:3][CH3:4]. Given the reactants [C:1]([C:6]1[CH:34]=[CH:33][C:9]2[N:10]([CH2:14][CH2:15][O:16][C:17]3[CH:32]=[CH:31][C:20]([CH2:21][CH:22]([C:27]([O:29][CH3:30])=[O:28])[C:23]([O:25][CH3:26])=[O:24])=[CH:19][CH:18]=3)[C:11](=[O:13])[S:12][C:8]=2[CH:7]=1)(=O)[CH2:2][CH2:3][CH3:4], predict the reaction product. (2) Given the reactants [CH2:1]([O:8][C:9]1[N:10]=[N:11][C:12]([C:23]#[C:24][C:25]2[CH:30]=[CH:29][C:28]([C:31]([F:34])([F:33])[F:32])=[C:27](C)[CH:26]=2)=[CH:13][C:14]=1[O:15][CH2:16][C:17]1[CH:22]=[CH:21][CH:20]=[CH:19][CH:18]=1)[C:2]1[CH:7]=[CH:6][CH:5]=[CH:4][CH:3]=1.BrC1C=CC(C(F)(F)F)=C([Cl:47])C=1, predict the reaction product. The product is: [CH2:1]([O:8][C:9]1[N:10]=[N:11][C:12]([C:23]#[C:24][C:25]2[CH:30]=[CH:29][C:28]([C:31]([F:34])([F:33])[F:32])=[C:27]([Cl:47])[CH:26]=2)=[CH:13][C:14]=1[O:15][CH2:16][C:17]1[CH:22]=[CH:21][CH:20]=[CH:19][CH:18]=1)[C:2]1[CH:7]=[CH:6][CH:5]=[CH:4][CH:3]=1. (3) Given the reactants [F:1][C:2]1[CH:7]=[CH:6][C:5]([N:8]2[C:16]3[C:11](=[CH:12][C:13]([CH:17]([C:21]4[CH:26]=[CH:25][CH:24]=[CH:23][CH:22]=4)[CH2:18][CH2:19][NH2:20])=[CH:14][CH:15]=3)[CH:10]=[N:9]2)=[CH:4][CH:3]=1.[F:27][C:28]([F:34])([F:33])[CH2:29][C:30](O)=[O:31], predict the reaction product. The product is: [F:27][C:28]([F:34])([F:33])[CH2:29][C:30]([NH:20][CH2:19][CH2:18][CH:17]([C:13]1[CH:12]=[C:11]2[C:16](=[CH:15][CH:14]=1)[N:8]([C:5]1[CH:4]=[CH:3][C:2]([F:1])=[CH:7][CH:6]=1)[N:9]=[CH:10]2)[C:21]1[CH:22]=[CH:23][CH:24]=[CH:25][CH:26]=1)=[O:31]. (4) The product is: [ClH:59].[CH3:1][O:2][C:3]1[CH:8]=[CH:7][C:6]([C:9]2[CH:14]=[CH:13][N:12]=[C:11]3[NH:15][C:16]([C:18]4[CH:19]=[CH:20][C:21]([C:22]([N:32]5[CH2:33][CH2:34][N:29]([CH3:28])[CH2:30][CH2:31]5)=[O:24])=[CH:26][CH:27]=4)=[N:17][C:10]=23)=[CH:5][CH:4]=1. Given the reactants [CH3:1][O:2][C:3]1[CH:8]=[CH:7][C:6]([C:9]2[CH:14]=[CH:13][N:12]=[C:11]3[NH:15][C:16]([C:18]4[CH:27]=[CH:26][C:21]([C:22]([O:24]C)=O)=[CH:20][CH:19]=4)=[N:17][C:10]=23)=[CH:5][CH:4]=1.[CH3:28][N:29]1[CH2:34][CH2:33][NH:32][CH2:31][CH2:30]1.CN(C(ON1N=NC2C=CC=CC1=2)=[N+](C)C)C.F[P-](F)(F)(F)(F)F.[ClH:59], predict the reaction product. (5) The product is: [Cl:1][C:2]1[CH:3]=[CH:4][C:5]2[N:6]([C:8]([C:11]([C:13]3[CH:14]=[C:15]4[C:20](=[CH:21][CH:22]=3)[N:19]=[CH:18][CH:17]=[CH:16]4)([OH:12])[C:24]([F:26])([F:25])[F:23])=[CH:9][N:10]=2)[N:7]=1. Given the reactants [Cl:1][C:2]1[CH:3]=[CH:4][C:5]2[N:6]([C:8]([C:11]([C:13]3[CH:14]=[C:15]4[C:20](=[CH:21][CH:22]=3)[N:19]=[CH:18][CH:17]=[CH:16]4)=[O:12])=[CH:9][N:10]=2)[N:7]=1.[F:23][C:24]([Si](C)(C)C)([F:26])[F:25].[F-].[K+].Cl, predict the reaction product.